Task: Regression. Given a peptide amino acid sequence and an MHC pseudo amino acid sequence, predict their binding affinity value. This is MHC class II binding data.. Dataset: Peptide-MHC class II binding affinity with 134,281 pairs from IEDB (1) The MHC is HLA-DQA10104-DQB10503 with pseudo-sequence HLA-DQA10104-DQB10503. The binding affinity (normalized) is 0.399. The peptide sequence is EEFCTLASRFLVEED. (2) The peptide sequence is AAAGLAAAAPLESRQ. The MHC is DRB4_0101 with pseudo-sequence DRB4_0103. The binding affinity (normalized) is 0.692.